The task is: Regression. Given a peptide amino acid sequence and an MHC pseudo amino acid sequence, predict their binding affinity value. This is MHC class II binding data.. This data is from Peptide-MHC class II binding affinity with 134,281 pairs from IEDB. (1) The peptide sequence is YLILKNLTGLVSTGS. The MHC is DRB5_0101 with pseudo-sequence DRB5_0101. The binding affinity (normalized) is 0.657. (2) The binding affinity (normalized) is 0.418. The MHC is DRB1_0401 with pseudo-sequence DRB1_0401. The peptide sequence is GELQIVDKIDAQFKI. (3) The peptide sequence is IGNGGPCLFMRTVSH. The MHC is DRB1_1201 with pseudo-sequence DRB1_1201. The binding affinity (normalized) is 0.434. (4) The peptide sequence is KGDEQKLRSAGEVEI. The MHC is HLA-DQA10301-DQB10302 with pseudo-sequence HLA-DQA10301-DQB10302. The binding affinity (normalized) is 0.358. (5) The peptide sequence is VVVHITDDNEEPIAA. The MHC is HLA-DQA10501-DQB10201 with pseudo-sequence HLA-DQA10501-DQB10201. The binding affinity (normalized) is 0.182. (6) The binding affinity (normalized) is 0.270. The peptide sequence is QEMIKYMTLVSAAER. The MHC is DRB1_0901 with pseudo-sequence DRB1_0901.